Dataset: TCR-epitope binding with 47,182 pairs between 192 epitopes and 23,139 TCRs. Task: Binary Classification. Given a T-cell receptor sequence (or CDR3 region) and an epitope sequence, predict whether binding occurs between them. The epitope is HTTDPSFLGRY. The TCR CDR3 sequence is CASSATGQYEQYF. Result: 0 (the TCR does not bind to the epitope).